This data is from Peptide-MHC class II binding affinity with 134,281 pairs from IEDB. The task is: Regression. Given a peptide amino acid sequence and an MHC pseudo amino acid sequence, predict their binding affinity value. This is MHC class II binding data. (1) The peptide sequence is LQGPFNFRFLTEKGM. The MHC is HLA-DQA10501-DQB10201 with pseudo-sequence HLA-DQA10501-DQB10201. The binding affinity (normalized) is 0.226. (2) The peptide sequence is PYLGYCALLPLLTEE. The MHC is DRB1_0901 with pseudo-sequence DRB1_0901. The binding affinity (normalized) is 0.535. (3) The peptide sequence is ELKYFAATQFEPLAA. The MHC is HLA-DQA10101-DQB10501 with pseudo-sequence HLA-DQA10101-DQB10501. The binding affinity (normalized) is 0.519. (4) The peptide sequence is QPFLGLCAFLATRIFK. The MHC is DRB1_0801 with pseudo-sequence DRB1_0801. The binding affinity (normalized) is 0.371. (5) The peptide sequence is ALDVWALGLAIFEFV. The MHC is HLA-DPA10201-DPB10101 with pseudo-sequence HLA-DPA10201-DPB10101. The binding affinity (normalized) is 0.445. (6) The peptide sequence is RQYITAQDRPRFDNTYNI. The MHC is DRB1_0101 with pseudo-sequence DRB1_0101. The binding affinity (normalized) is 0.